This data is from Reaction yield outcomes from USPTO patents with 853,638 reactions. The task is: Predict the reaction yield, written as a fraction of the theoretical maximum amount of product (1.0 means a 100% yield; for example, 0.34 means a 34% yield). (1) The reactants are [CH:1]1([CH2:4][N:5]2[C:10](=[O:11])[C:9]([CH2:12]OS(C)(=O)=O)=[CH:8][C:7]([C:18]3[CH:23]=[CH:22][C:21]([O:24][CH3:25])=[C:20]([F:26])[CH:19]=3)=[N:6]2)[CH2:3][CH2:2]1.[NH2:27][CH2:28][CH2:29][OH:30]. No catalyst specified. The product is [CH:1]1([CH2:4][N:5]2[C:10](=[O:11])[C:9]([CH2:12][NH:27][CH2:28][CH2:29][OH:30])=[CH:8][C:7]([C:18]3[CH:23]=[CH:22][C:21]([O:24][CH3:25])=[C:20]([F:26])[CH:19]=3)=[N:6]2)[CH2:3][CH2:2]1. The yield is 0.721. (2) The reactants are O=[C:2]1[CH2:7][CH2:6][N:5]([C:8]([O:10][C:11]([CH3:14])([CH3:13])[CH3:12])=[O:9])[CH2:4][CH2:3]1.Cl.Cl.[N:17]1[C:18]([CH2:26][CH2:27][NH2:28])=[CH:19][N:20]2[CH:25]=[CH:24][CH:23]=[CH:22][C:21]=12.[CH2:29]1CCN2C(=NCCC2)CC1.C(O[BH-](OC(=O)C)OC(=O)C)(=O)C.[Na+]. The catalyst is C(O)C. The product is [CH2:29]1[C:19]2[N:20]3[CH:25]=[CH:24][CH:23]=[CH:22][C:21]3=[N:17][C:18]=2[CH2:26][CH2:27][N:28]1[CH:2]1[CH2:7][CH2:6][N:5]([C:8]([O:10][C:11]([CH3:14])([CH3:13])[CH3:12])=[O:9])[CH2:4][CH2:3]1. The yield is 0.600. (3) The reactants are [Si:1]([O:8][CH2:9][C:10]1([CH3:30])[S:16][CH2:15][CH2:14][N:13]2[C:17]([C:20]3([C:23]4[CH:28]=[CH:27][C:26](Cl)=[CH:25][CH:24]=4)[CH2:22][CH2:21]3)=[N:18][N:19]=[C:12]2[CH2:11]1)([C:4]([CH3:7])([CH3:6])[CH3:5])([CH3:3])[CH3:2].[CH3:31][C:32]1[CH:37]=[CH:36][C:35](B(O)O)=[CH:34][CH:33]=1.C1(P(C2CCCCC2)C2CCCCC2)CCCCC1.P([O-])([O-])([O-])=O.[K+].[K+].[K+]. The catalyst is O1CCOCC1.O.C1C=CC(/C=C/C(/C=C/C2C=CC=CC=2)=O)=CC=1.C1C=CC(/C=C/C(/C=C/C2C=CC=CC=2)=O)=CC=1.C1C=CC(/C=C/C(/C=C/C2C=CC=CC=2)=O)=CC=1.[Pd].[Pd]. The product is [Si:1]([O:8][CH2:9][C:10]1([CH3:30])[S:16][CH2:15][CH2:14][N:13]2[C:17]([C:20]3([C:23]4[CH:28]=[CH:27][C:26]([C:35]5[CH:36]=[CH:37][C:32]([CH3:31])=[CH:33][CH:34]=5)=[CH:25][CH:24]=4)[CH2:22][CH2:21]3)=[N:18][N:19]=[C:12]2[CH2:11]1)([C:4]([CH3:7])([CH3:6])[CH3:5])([CH3:3])[CH3:2]. The yield is 0.430. (4) The reactants are [Cl:1][C:2]1[CH:3]=[C:4]([CH:24]=[CH:25][C:26]=1[S:27][C:28]1[NH:29][CH:30]=[CH:31][N:32]=1)[NH:5][C:6]1[C:15]2[C:10](=[CH:11][CH:12]=[CH:13][C:14]=2[O:16][CH:17]2[CH2:22][CH2:21][N:20]([CH3:23])[CH2:19][CH2:18]2)[N:9]=[CH:8][N:7]=1.[F:33][C:34]([F:41])(Br)C(OCC)=O. No catalyst specified. The product is [Cl:1][C:2]1[CH:3]=[C:4]([CH:24]=[CH:25][C:26]=1[S:27][C:28]1[N:32]([CH:34]([F:41])[F:33])[CH:31]=[CH:30][N:29]=1)[NH:5][C:6]1[C:15]2[C:10](=[CH:11][CH:12]=[CH:13][C:14]=2[O:16][CH:17]2[CH2:22][CH2:21][N:20]([CH3:23])[CH2:19][CH2:18]2)[N:9]=[CH:8][N:7]=1. The yield is 0.340.